Dataset: NCI-60 drug combinations with 297,098 pairs across 59 cell lines. Task: Regression. Given two drug SMILES strings and cell line genomic features, predict the synergy score measuring deviation from expected non-interaction effect. Drug 1: CN(C)N=NC1=C(NC=N1)C(=O)N. Drug 2: C(CC(=O)O)C(=O)CN.Cl. Cell line: UACC62. Synergy scores: CSS=8.78, Synergy_ZIP=1.65, Synergy_Bliss=5.77, Synergy_Loewe=8.92, Synergy_HSA=6.81.